From a dataset of Forward reaction prediction with 1.9M reactions from USPTO patents (1976-2016). Predict the product of the given reaction. (1) Given the reactants N[C@H:2]1[CH2:7][CH2:6][N:5]([C:8]([O:10][C:11]([CH3:14])([CH3:13])[CH3:12])=[O:9])[CH2:4][C@H:3]1[CH2:15][OH:16].C(=O)([O-])[O-].[Na+].[Na+].Cl[C:24]([O:26][CH2:27][C:28]1[CH:33]=[CH:32][CH:31]=[CH:30][CH:29]=1)=[O:25], predict the reaction product. The product is: [CH2:27]([O:26][C:24]([C@H:2]1[CH2:7][CH2:6][N:5]([C:8]([O:10][C:11]([CH3:14])([CH3:13])[CH3:12])=[O:9])[CH2:4][C@@H:3]1[CH2:15][OH:16])=[O:25])[C:28]1[CH:33]=[CH:32][CH:31]=[CH:30][CH:29]=1. (2) The product is: [F:45][C:4]([F:3])([F:46])[C:5]1[CH:6]=[C:7]([C:15]([CH3:44])([CH3:43])[C:16]([N:18]([C:20]2[CH:21]=[N:22][C:23]([N:35]3[CH2:39][C@H:38]([OH:40])[CH2:37][C@H:36]3[CH2:41][OH:42])=[CH:24][C:25]=2[C:26]2[CH:31]=[CH:30][C:29]([F:32])=[CH:28][C:27]=2[CH2:33][OH:34])[CH3:19])=[O:17])[CH:8]=[C:9]([C:11]([F:12])([F:13])[F:14])[CH:10]=1. Given the reactants [BH4-].[Na+].[F:3][C:4]([F:46])([F:45])[C:5]1[CH:6]=[C:7]([C:15]([CH3:44])([CH3:43])[C:16]([N:18]([C:20]2[CH:21]=[N:22][C:23]([N:35]3[CH2:39][C@H:38]([OH:40])[CH2:37][C@H:36]3[CH2:41][OH:42])=[CH:24][C:25]=2[C:26]2[CH:31]=[CH:30][C:29]([F:32])=[CH:28][C:27]=2[CH:33]=[O:34])[CH3:19])=[O:17])[CH:8]=[C:9]([C:11]([F:14])([F:13])[F:12])[CH:10]=1, predict the reaction product. (3) The product is: [Br:1][C:2]1[CH:3]=[CH:4][C:5]2[C:11]3[N:12]=[C:13]([N:15]4[C:19]([CH3:21])([CH3:20])[CH2:18][N:17]([CH3:26])[C:16]4=[O:22])[S:14][C:10]=3[CH2:9][CH2:8][O:7][C:6]=2[CH:23]=1. Given the reactants [Br:1][C:2]1[CH:3]=[CH:4][C:5]2[C:11]3[N:12]=[C:13]([N:15]4[C:19]([CH3:21])([CH3:20])[CH2:18][NH:17][C:16]4=[O:22])[S:14][C:10]=3[CH2:9][CH2:8][O:7][C:6]=2[CH:23]=1.[H-].[Na+].[CH3:26]I.Cl, predict the reaction product. (4) Given the reactants [F:1][C:2]([F:20])([F:19])[C:3]1[CH:8]=[CH:7][C:6]([CH:9]2[C:18]3[C:13](=[CH:14][CH:15]=[CH:16][CH:17]=3)[CH2:12][CH2:11][NH:10]2)=[CH:5][CH:4]=1.CCN(C(C)C)C(C)C.Cl[C:31]([O:33][C:34]1[CH:39]=[CH:38][C:37]([N+:40]([O-:42])=[O:41])=[CH:36][CH:35]=1)=[O:32].O, predict the reaction product. The product is: [F:20][C:2]([F:1])([F:19])[C:3]1[CH:4]=[CH:5][C:6]([CH:9]2[C:18]3[C:13](=[CH:14][CH:15]=[CH:16][CH:17]=3)[CH2:12][CH2:11][N:10]2[C:31]([O:33][C:34]2[CH:35]=[CH:36][C:37]([N+:40]([O-:42])=[O:41])=[CH:38][CH:39]=2)=[O:32])=[CH:7][CH:8]=1. (5) Given the reactants [H-].[Na+].[Cl:3][C:4]1[CH:5]=[C:6]2[C:10](=[CH:11][CH:12]=1)[NH:9][CH:8]=[CH:7]2.Cl[C:14]1[C:23]2[C:18](=[CH:19][CH:20]=[CH:21][CH:22]=2)[N:17]=[C:16]([C:24]2[CH:29]=[CH:28][CH:27]=[CH:26][CH:25]=2)[CH:15]=1, predict the reaction product. The product is: [Cl:3][C:4]1[CH:5]=[C:6]2[C:10](=[CH:11][CH:12]=1)[N:9]([C:14]1[C:23]3[C:18](=[CH:19][CH:20]=[CH:21][CH:22]=3)[N:17]=[C:16]([C:24]3[CH:29]=[CH:28][CH:27]=[CH:26][CH:25]=3)[CH:15]=1)[CH:8]=[CH:7]2. (6) Given the reactants [CH3:1][N:2]1[C:6]([C:7](=[N:13][O:14][CH2:15][C:16]2[N:21]=[C:20]([N:22]3C(=O)C4C(=CC=CC=4)C3=O)[CH:19]=[CH:18][CH:17]=2)[C:8]2[CH:12]=[CH:11][S:10][CH:9]=2)=[CH:5][N:4]=[CH:3]1.O.NN, predict the reaction product. The product is: [CH3:1][N:2]1[C:6]([C:7](=[N:13][O:14][CH2:15][C:16]2[N:21]=[C:20]([NH2:22])[CH:19]=[CH:18][CH:17]=2)[C:8]2[CH:12]=[CH:11][S:10][CH:9]=2)=[CH:5][N:4]=[CH:3]1. (7) The product is: [ClH:1].[CH3:2][C:3]1[NH:7][CH:6]=[N:5][C:4]=1[CH2:8][CH2:9][C:10]([OH:12])=[O:11]. Given the reactants [ClH:1].[CH3:2][C:3]1[NH:7][CH:6]=[N:5][C:4]=1/[CH:8]=[CH:9]/[C:10]([OH:12])=[O:11].CCCCCCC.C(OC(C)C)(C)C, predict the reaction product.